Dataset: Full USPTO retrosynthesis dataset with 1.9M reactions from patents (1976-2016). Task: Predict the reactants needed to synthesize the given product. (1) Given the product [OH:24][C:21]1([C:25]2[CH:26]=[CH:27][CH:28]=[CH:29][CH:30]=2)[CH2:20][CH2:19][N:18]([CH2:17][CH2:16][O:15][C:14]2[CH:13]=[CH:12][C:11]([O:10][C:8](=[O:9])[NH:7][C:1]3[CH:6]=[CH:5][CH:4]=[CH:3][CH:2]=3)=[CH:32][CH:31]=2)[CH2:23][CH2:22]1, predict the reactants needed to synthesize it. The reactants are: [C:1]1([N:7]=[C:8]=[O:9])[CH:6]=[CH:5][CH:4]=[CH:3][CH:2]=1.[OH:10][C:11]1[CH:32]=[CH:31][C:14]([O:15][CH2:16][CH2:17][N:18]2[CH2:23][CH2:22][C:21]([C:25]3[CH:30]=[CH:29][CH:28]=[CH:27][CH:26]=3)([OH:24])[CH2:20][CH2:19]2)=[CH:13][CH:12]=1. (2) Given the product [CH:50]1[CH:49]=[C:46]2[C:47]([C:38]3[C:39]([NH:44][C:45]2=[CH:52][CH:51]=1)=[CH:40][C:41]1[C:42]([C:31]2[C:32]([NH:35][C:36]=1[CH:37]=3)=[CH:33][CH:34]=[CH:29][CH:30]=2)=[O:43])=[O:48].[CH3:28][C:29]1[CH:34]=[CH:33][C:32]2[NH:35][C:36]3[C:41]([C:42](=[O:43])[C:31]=2[CH:30]=1)=[CH:40][C:39]1[NH:44][C:45]2[CH:52]=[CH:51][C:50]([CH3:53])=[CH:49][C:46]=2[C:47](=[O:48])[C:38]=1[CH:37]=3, predict the reactants needed to synthesize it. The reactants are: C=CC1C=CC=CC=1.C(O)(=O)C=C.C(OCC1OC1)(=O)C(C)=C.CO.[OH-].[K+].[CH3:28][C:29]1[CH:34]=[CH:33][C:32]2[NH:35][C:36]3[C:41]([C:42](=[O:43])[C:31]=2[CH:30]=1)=[CH:40][C:39]1[NH:44][C:45]2[CH:52]=[CH:51][C:50]([CH3:53])=[CH:49][C:46]=2[C:47](=[O:48])[C:38]=1[CH:37]=3.